From a dataset of Reaction yield outcomes from USPTO patents with 853,638 reactions. Predict the reaction yield, written as a fraction of the theoretical maximum amount of product (1.0 means a 100% yield; for example, 0.34 means a 34% yield). The reactants are [C:1]1([O:11][CH2:12][CH2:13][NH2:14])[C:10]2[C:5](=[CH:6][CH:7]=[CH:8][CH:9]=2)[CH:4]=[CH:3][CH:2]=1.C(N(CC)CC)C.[CH:22]([C:24]1[CH:29]=[CH:28][C:27]([S:30](Cl)(=[O:32])=[O:31])=[CH:26][CH:25]=1)=[CH2:23]. The catalyst is C(Cl)Cl. The product is [C:1]1([O:11][CH2:12][CH2:13][NH:14][S:30]([C:27]2[CH:28]=[CH:29][C:24]([CH:22]=[CH2:23])=[CH:25][CH:26]=2)(=[O:32])=[O:31])[C:10]2[C:5](=[CH:6][CH:7]=[CH:8][CH:9]=2)[CH:4]=[CH:3][CH:2]=1. The yield is 0.820.